Dataset: B-cell epitopes from IEDB database with 3,159 antigens for binding position prediction. Task: Token-level Classification. Given an antigen amino acid sequence, predict which amino acid positions are active epitope sites capable of antibody binding. Output is a list of indices for active positions. (1) Given the antigen sequence: MTTPRNSVNGTFPAEPMKGPIAMQSGPKPLFRRMSSLVGPTQSFFMRESKTLGAVQIMNGLFHIALGGLLMIPAGIYAPICVTVWYPLWGGIMYIISGSLLAATEKNSRKCLVKGKMIMNSLSLFAAISGMILSIMDILNIKISHFLKMESLNFIRAHTPYINIYNCEPANPSEKNSPSTQYCYSIQSLFLGILSVMLIFAFFQELVIAGIVENEWKRTCSRPKSNIVLLSAEEKKEQTIEIKEEVVGLTETSSQPKNEEDIEIIPIQEEEEEETETNFPEPPQDQESSPIENDSSP, which amino acid positions are active epitope sites? The epitope positions are: [169, 170, 171, 172, 173, 174, 175, 176, 177, 178, 179, 180, 181]. The amino acids at these positions are: ANPSEKNSPSTQY. (2) Given the antigen sequence: MNKIYKVKKNAAGHLVACSEFAKGHTKKAVLGSLLIVGALGMATTASAQATNSKGTGAHIGVNNNNEAPGDYSFIGSGGYNKAEGRYSAIGGGLFNKATNEYSTIVGGGYNKAEGRYSTIGGGSNNEATNEYSTIVGGDDNKATGRYSTIGGGDNNTAEGEYSTVAGGKNNQATGTGSFAAGVENQANAENAVAVGKKNIIEGENSVAIGSENTVKTEHKNVFILGSGTTGVTSNSVLLGNETAGKQATTVKNAEVGGLSLTGFAGESKAENGVVSVGSEGGERQIVNVGAGQISDTSTDAVNGSQLHALATVVDDNQYDIVNNRADILNNQDDIKDLQKEVKGLDNEVGELSRDINSLHDVTDNQQDDIKELKRGVKELDNEVGVLSRDINSLHDDVADNQDDIAKNKADIKGLNKEVKELDKEVGVLSRDIGSLHDDVATNQADIAKNQADIKTLENNVEEELLNLSGRLLDQKADIDNNINNIYELAQQQDQHSSDI..., which amino acid positions are active epitope sites? The epitope positions are: [481, 482, 483, 484, 485, 486, 487, 488, 489, 490, 491, 492, 493, 494, 495, 496, 497, 498, 499, 500... (22 total positions)]. The amino acids at these positions are: NINNIYELAQQQDQHSSDIKTL. (3) Given the antigen sequence: MFSMRIVCLVLSVVGTAWTADSGEGDFLAEGGGVRGPRVVERHQSACKDSDWPFCSDEDWNYKCPSGCRMKGLIDEVNQDFTNRINKLKNSLFEYQKNNKDSHSLTTNIMEILRGDFSSANNRDNTYNRVSEDLRSRIEVLKRKVIEKVQHIQLLQKNVRAQLVDMKRLEVDIDIKIRSCRGSCSRALAREVDLKDYEDQQKQLEQVIAKDLLPSRDRQHLPLIKMKPVPDLVPGNFKSQLQKVPPEWKALTDMPQMRMELERPGGNEITRGGSTSYGTGSETESPRNPSSAGSWNSGSSGPGSTGNRNPGSSGTGGTATWKPGSSGPGSTGSWNSGSSGTGSTGNQNPGSPRPGSTGTWNPGSSERGSAGHWTSESSVSGSTGQWHSESGSFRPDSPGSGNARPNNPDWGTFEEVSGNVSPGTRREYHTEKLVTSKGDKELRTGKEKVTSGSTTTTRRSCSKTVTKTVIGPDGHKEVTKEVVTSEDGSDCPEAMDLGTL..., which amino acid positions are active epitope sites? The epitope positions are: [710, 711, 712, 713, 714, 715, 716, 717, 718, 719, 720, 721, 722, 723, 724, 725, 726, 727, 728, 729]. The amino acids at these positions are: NDYLHLLTQRGSVLRVELED.